This data is from Catalyst prediction with 721,799 reactions and 888 catalyst types from USPTO. The task is: Predict which catalyst facilitates the given reaction. Product: [CH:1]1([S:4]([C:7]2[CH:8]=[CH:9][C:10]([CH:13]([C:21]3[NH:25][C:24]([C:26]4[N:31]=[CH:30][C:29]([CH2:32][CH2:33][OH:34])=[CH:28][CH:27]=4)=[CH:23][CH:22]=3)[CH2:14][CH:15]3[CH2:16][CH2:17][O:18][CH2:19][CH2:20]3)=[CH:11][CH:12]=2)(=[O:6])=[O:5])[CH2:3][CH2:2]1. Reactant: [CH:1]1([S:4]([C:7]2[CH:12]=[CH:11][C:10]([CH:13]([C:21]3[NH:25][C:24]([C:26]4[N:31]=[CH:30][C:29]([CH2:32][C:33](OC)=[O:34])=[CH:28][CH:27]=4)=[CH:23][CH:22]=3)[CH2:14][CH:15]3[CH2:20][CH2:19][O:18][CH2:17][CH2:16]3)=[CH:9][CH:8]=2)(=[O:6])=[O:5])[CH2:3][CH2:2]1.O1CCCC1.CO.[BH4-].[Li+]. The catalyst class is: 6.